Task: Predict the reaction yield, written as a fraction of the theoretical maximum amount of product (1.0 means a 100% yield; for example, 0.34 means a 34% yield).. Dataset: Reaction yield outcomes from USPTO patents with 853,638 reactions (1) The reactants are C([N-]C(C)C)(C)C.[Li+].[F:9][C:10]1[CH:15]=[CH:14][C:13]([CH2:16][C:17]([OH:19])=[O:18])=[CH:12][C:11]=1[C:20]([F:23])([F:22])[F:21].I[CH2:25][CH:26]1[CH2:30][CH2:29][CH2:28][CH2:27]1. The catalyst is O1CCCC1.CN1CCCN(C)C1=O.CN1CCCN(C)C1=O. The product is [CH:26]1([CH2:25][CH:16]([C:13]2[CH:14]=[CH:15][C:10]([F:9])=[C:11]([C:20]([F:21])([F:22])[F:23])[CH:12]=2)[C:17]([OH:19])=[O:18])[CH2:30][CH2:29][CH2:28][CH2:27]1. The yield is 0.843. (2) The reactants are [CH2:1]([N:3]([CH2:14][CH2:15][NH:16][C:17]([C:19]1[N:20]=[C:21]2[CH:26]=[CH:25][C:24]([I:27])=[CH:23][N:22]2[CH:28]=1)=[O:18])[CH2:4][CH2:5][O:6][C:7]1[C:8]([F:13])=[N:9][CH:10]=[CH:11][CH:12]=1)[CH3:2].[ClH:29].Cl.C(N(CCNC(C1C=NC2C(=CC=C(I)C=2)N=1)=O)CCOC1C(F)=NC=CC=1)C. No catalyst specified. The yield is 0.910. The product is [ClH:29].[ClH:29].[CH2:1]([N:3]([CH2:14][CH2:15][NH:16][C:17]([C:19]1[N:20]=[C:21]2[CH:26]=[CH:25][C:24]([I:27])=[CH:23][N:22]2[CH:28]=1)=[O:18])[CH2:4][CH2:5][O:6][C:7]1[C:8]([F:13])=[N:9][CH:10]=[CH:11][CH:12]=1)[CH3:2].